This data is from NCI-60 drug combinations with 297,098 pairs across 59 cell lines. The task is: Regression. Given two drug SMILES strings and cell line genomic features, predict the synergy score measuring deviation from expected non-interaction effect. (1) Drug 1: CS(=O)(=O)C1=CC(=C(C=C1)C(=O)NC2=CC(=C(C=C2)Cl)C3=CC=CC=N3)Cl. Drug 2: CS(=O)(=O)CCNCC1=CC=C(O1)C2=CC3=C(C=C2)N=CN=C3NC4=CC(=C(C=C4)OCC5=CC(=CC=C5)F)Cl. Cell line: MDA-MB-231. Synergy scores: CSS=7.38, Synergy_ZIP=0.254, Synergy_Bliss=3.06, Synergy_Loewe=-0.270, Synergy_HSA=-0.395. (2) Drug 1: CN1C2=C(C=C(C=C2)N(CCCl)CCCl)N=C1CCCC(=O)O.Cl. Drug 2: CC(C)CN1C=NC2=C1C3=CC=CC=C3N=C2N. Cell line: OVCAR-8. Synergy scores: CSS=5.12, Synergy_ZIP=-2.65, Synergy_Bliss=-1.20, Synergy_Loewe=-1.23, Synergy_HSA=-1.22. (3) Drug 1: CCC(=C(C1=CC=CC=C1)C2=CC=C(C=C2)OCCN(C)C)C3=CC=CC=C3.C(C(=O)O)C(CC(=O)O)(C(=O)O)O. Drug 2: C1CC(C1)(C(=O)O)C(=O)O.[NH2-].[NH2-].[Pt+2]. Cell line: HOP-92. Synergy scores: CSS=12.9, Synergy_ZIP=-4.93, Synergy_Bliss=-1.46, Synergy_Loewe=-3.22, Synergy_HSA=-1.09. (4) Drug 1: CCCCC(=O)OCC(=O)C1(CC(C2=C(C1)C(=C3C(=C2O)C(=O)C4=C(C3=O)C=CC=C4OC)O)OC5CC(C(C(O5)C)O)NC(=O)C(F)(F)F)O. Drug 2: CCN(CC)CCCC(C)NC1=C2C=C(C=CC2=NC3=C1C=CC(=C3)Cl)OC. Cell line: M14. Synergy scores: CSS=44.4, Synergy_ZIP=-2.98, Synergy_Bliss=-3.68, Synergy_Loewe=-13.3, Synergy_HSA=-3.39. (5) Drug 1: CC1C(C(CC(O1)OC2CC(CC3=C2C(=C4C(=C3O)C(=O)C5=C(C4=O)C(=CC=C5)OC)O)(C(=O)C)O)N)O.Cl. Drug 2: C1CN(P(=O)(OC1)NCCCl)CCCl. Cell line: PC-3. Synergy scores: CSS=2.35, Synergy_ZIP=-4.99, Synergy_Bliss=-7.95, Synergy_Loewe=-27.1, Synergy_HSA=-7.96. (6) Drug 1: CC1CCC2CC(C(=CC=CC=CC(CC(C(=O)C(C(C(=CC(C(=O)CC(OC(=O)C3CCCCN3C(=O)C(=O)C1(O2)O)C(C)CC4CCC(C(C4)OC)O)C)C)O)OC)C)C)C)OC. Cell line: UACC-257. Drug 2: CC1CCC2CC(C(=CC=CC=CC(CC(C(=O)C(C(C(=CC(C(=O)CC(OC(=O)C3CCCCN3C(=O)C(=O)C1(O2)O)C(C)CC4CCC(C(C4)OC)OCCO)C)C)O)OC)C)C)C)OC. Synergy scores: CSS=-3.05, Synergy_ZIP=0.0104, Synergy_Bliss=-2.15, Synergy_Loewe=-2.09, Synergy_HSA=-2.89. (7) Drug 1: C1CN(P(=O)(OC1)NCCCl)CCCl. Drug 2: CC1CCCC2(C(O2)CC(NC(=O)CC(C(C(=O)C(C1O)C)(C)C)O)C(=CC3=CSC(=N3)C)C)C. Cell line: SW-620. Synergy scores: CSS=49.6, Synergy_ZIP=6.18, Synergy_Bliss=1.98, Synergy_Loewe=-22.9, Synergy_HSA=0.760. (8) Drug 1: CCC1=CC2CC(C3=C(CN(C2)C1)C4=CC=CC=C4N3)(C5=C(C=C6C(=C5)C78CCN9C7C(C=CC9)(C(C(C8N6C)(C(=O)OC)O)OC(=O)C)CC)OC)C(=O)OC.C(C(C(=O)O)O)(C(=O)O)O. Drug 2: CC(C)(C#N)C1=CC(=CC(=C1)CN2C=NC=N2)C(C)(C)C#N. Cell line: HL-60(TB). Synergy scores: CSS=24.8, Synergy_ZIP=0.387, Synergy_Bliss=1.27, Synergy_Loewe=-20.6, Synergy_HSA=0.612. (9) Drug 1: CS(=O)(=O)C1=CC(=C(C=C1)C(=O)NC2=CC(=C(C=C2)Cl)C3=CC=CC=N3)Cl. Drug 2: CC(C)(C#N)C1=CC(=CC(=C1)CN2C=NC=N2)C(C)(C)C#N. Cell line: HCC-2998. Synergy scores: CSS=5.74, Synergy_ZIP=-2.27, Synergy_Bliss=-2.49, Synergy_Loewe=-3.75, Synergy_HSA=-4.50. (10) Drug 1: CCCCC(=O)OCC(=O)C1(CC(C2=C(C1)C(=C3C(=C2O)C(=O)C4=C(C3=O)C=CC=C4OC)O)OC5CC(C(C(O5)C)O)NC(=O)C(F)(F)F)O. Drug 2: CCC1(C2=C(COC1=O)C(=O)N3CC4=CC5=C(C=CC(=C5CN(C)C)O)N=C4C3=C2)O.Cl. Cell line: HCC-2998. Synergy scores: CSS=27.9, Synergy_ZIP=-5.76, Synergy_Bliss=-5.19, Synergy_Loewe=-1.63, Synergy_HSA=2.79.